From a dataset of Full USPTO retrosynthesis dataset with 1.9M reactions from patents (1976-2016). Predict the reactants needed to synthesize the given product. (1) Given the product [Cl:1][C:2]1[CH:3]=[C:4]([C:5]2[O:6][CH:22]=[N:21][CH:20]=2)[CH:7]=[C:8]([Cl:10])[N:9]=1, predict the reactants needed to synthesize it. The reactants are: [Cl:1][C:2]1[CH:3]=[C:4]([CH:7]=[C:8]([Cl:10])[N:9]=1)[CH:5]=[O:6].C1(C)C=CC(S([CH2:20][N+:21]#[C-:22])(=O)=O)=CC=1.C(=O)([O-])[O-].[K+].[K+]. (2) Given the product [CH:1]1([CH2:4][O:5][C:6]2[N:11]=[C:10]([C:12]([N:21]3[CH2:26][CH2:25][S:24][CH2:23][CH:22]3[C:27]([NH2:29])=[O:28])=[O:14])[CH:9]=[N:8][C:7]=2[N:15]2[CH2:18][C:17]([F:20])([F:19])[CH2:16]2)[CH2:2][CH2:3]1, predict the reactants needed to synthesize it. The reactants are: [CH:1]1([CH2:4][O:5][C:6]2[N:11]=[C:10]([C:12]([OH:14])=O)[CH:9]=[N:8][C:7]=2[N:15]2[CH2:18][C:17]([F:20])([F:19])[CH2:16]2)[CH2:3][CH2:2]1.[NH:21]1[CH2:26][CH2:25][S:24][CH2:23][CH:22]1[C:27]([NH2:29])=[O:28].